From a dataset of Full USPTO retrosynthesis dataset with 1.9M reactions from patents (1976-2016). Predict the reactants needed to synthesize the given product. (1) Given the product [CH:24]1([NH:27][C:21]([C:18]2[CH:17]=[N:16][C:15]([O:14][CH2:13][C:3]3[C:4]([C:7]4[CH:8]=[CH:9][CH:10]=[CH:11][CH:12]=4)=[N:5][O:6][C:2]=3[CH3:1])=[CH:20][N:19]=2)=[O:23])[CH2:26][CH2:25]1, predict the reactants needed to synthesize it. The reactants are: [CH3:1][C:2]1[O:6][N:5]=[C:4]([C:7]2[CH:12]=[CH:11][CH:10]=[CH:9][CH:8]=2)[C:3]=1[CH2:13][O:14][C:15]1[N:16]=[CH:17][C:18]([C:21]([OH:23])=O)=[N:19][CH:20]=1.[CH:24]1([NH2:27])[CH2:26][CH2:25]1. (2) Given the product [C:30]1([CH:29]([C:36]2[CH:37]=[CH:38][CH:39]=[CH:40][CH:41]=2)[CH2:28][NH:27][C:23]2[N:22]=[C:21]([N:42]3[CH2:46][CH2:45][C@@H:44]([NH:47][C:48]([NH:50][C:51]4[CH:52]=[N:53][CH:54]=[CH:55][CH:56]=4)=[O:49])[CH2:43]3)[N:20]=[C:19]3[C:24]=2[N:25]=[CH:26][N:18]3[C@@H:16]2[CH2:17][C@H:13]([NH:12][C:10](=[O:11])[C@H:9]([OH:8])[CH3:59])[C@@H:14]([OH:58])[C@H:15]2[OH:57])[CH:35]=[CH:34][CH:33]=[CH:32][CH:31]=1, predict the reactants needed to synthesize it. The reactants are: C([O:8][C@H:9]([CH3:59])[C:10]([NH:12][C@H:13]1[CH2:17][C@@H:16]([N:18]2[CH:26]=[N:25][C:24]3[C:19]2=[N:20][C:21]([N:42]2[CH2:46][CH2:45][C@@H:44]([NH:47][C:48]([NH:50][C:51]4[CH:52]=[N:53][CH:54]=[CH:55][CH:56]=4)=[O:49])[CH2:43]2)=[N:22][C:23]=3[NH:27][CH2:28][CH:29]([C:36]2[CH:41]=[CH:40][CH:39]=[CH:38][CH:37]=2)[C:30]2[CH:35]=[CH:34][CH:33]=[CH:32][CH:31]=2)[C@H:15]([OH:57])[C@@H:14]1[OH:58])=[O:11])C1C=CC=CC=1.C([O-])=O.[NH4+]. (3) Given the product [NH2:8][C:6]1[C:5]([O:11][CH3:12])=[CH:4][CH:3]=[C:2]([Br:1])[N:7]=1, predict the reactants needed to synthesize it. The reactants are: [Br:1][C:2]1[N:7]=[C:6]([N+:8]([O-])=O)[C:5]([O:11][CH3:12])=[CH:4][CH:3]=1.C(O)C.[Cl-].[NH4+]. (4) The reactants are: [C:1]([C:3]1([NH:6][C:7]([C@@H:9]2[CH2:13][C@@H:12]([S:14]([C:17]3[CH:22]=[CH:21][C:20](F)=[CH:19][C:18]=3[Cl:24])(=[O:16])=[O:15])[CH2:11][C@H:10]2[C:25]([N:27]2[CH2:31][CH2:30][C:29]([F:33])([F:32])[CH2:28]2)=[O:26])=[O:8])[CH2:5][CH2:4]1)#[N:2].[C:34]([N:38]1[CH2:43][CH2:42][NH:41][CH2:40][CH2:39]1)([CH3:37])([CH3:36])[CH3:35]. Given the product [C:1]([C:3]1([NH:6][C:7]([C@@H:9]2[CH2:13][C@@H:12]([S:14]([C:17]3[CH:22]=[CH:21][C:20]([N:41]4[CH2:42][CH2:43][N:38]([C:34]([CH3:37])([CH3:36])[CH3:35])[CH2:39][CH2:40]4)=[CH:19][C:18]=3[Cl:24])(=[O:15])=[O:16])[CH2:11][C@H:10]2[C:25]([N:27]2[CH2:31][CH2:30][C:29]([F:33])([F:32])[CH2:28]2)=[O:26])=[O:8])[CH2:5][CH2:4]1)#[N:2], predict the reactants needed to synthesize it. (5) Given the product [C@H:1]1([C:15]([OH:17])=[O:16])[CH2:4][C@@H:3]([C:5]([OH:7])=[O:6])[CH2:2]1, predict the reactants needed to synthesize it. The reactants are: [C@H:1]1([C:15]([O:17]CC2C=CC=CC=2)=[O:16])[CH2:4][C@@H:3]([C:5]([O:7]CC2C=CC=CC=2)=[O:6])[CH2:2]1. (6) Given the product [CH3:26][C@H:5]1[C:4]2[C:13](=[CH:14][CH:15]=[CH:2][CH:3]=2)[C:12]2[CH:11]=[CH:10][CH:9]=[CH:8][C:7]=2[N:6]1[S:16]([C:19]1[CH:20]=[CH:21][C:22]([OH:25])=[CH:23][CH:24]=1)(=[O:18])=[O:17], predict the reactants needed to synthesize it. The reactants are: F[C:2]1[CH:3]=[C:4]2[C:13](=[CH:14][CH:15]=1)[C:12]1[CH:11]=[CH:10][CH:9]=[CH:8][C:7]=1[N:6]([S:16]([C:19]1[CH:24]=[CH:23][C:22]([OH:25])=[CH:21][CH:20]=1)(=[O:18])=[O:17])[C@H:5]2[CH3:26].B(Br)(Br)Br.C1CCCCC=1. (7) Given the product [Br:9][C:10]1[CH:15]=[C:14]([CH2:16][N:2]2[CH2:3][CH2:4][CH2:5][CH2:6][S:1]2(=[O:8])=[O:7])[CH:13]=[N:12][CH:11]=1, predict the reactants needed to synthesize it. The reactants are: [S:1]1(=[O:8])(=[O:7])[CH2:6][CH2:5][CH2:4][CH2:3][NH:2]1.[Br:9][C:10]1[CH:11]=[N:12][CH:13]=[C:14]([CH2:16]Cl)[CH:15]=1.